From a dataset of Forward reaction prediction with 1.9M reactions from USPTO patents (1976-2016). Predict the product of the given reaction. Given the reactants N#N.[NH:3]1[C:7]2[CH:8]=[CH:9][CH:10]=[CH:11][C:6]=2[N:5]=[C:4]1[CH:12]([NH2:24])[CH2:13][C:14]1[CH:19]=[C:18]([F:20])[C:17]([O:21][CH3:22])=[C:16]([F:23])[CH:15]=1.[C:25](N1C=CN=C1)(N1C=CN=C1)=[O:26].O, predict the reaction product. The product is: [F:23][C:16]1[CH:15]=[C:14]([CH:19]=[C:18]([F:20])[C:17]=1[O:21][CH3:22])[CH2:13][CH:12]1[C:4]2=[N:5][C:6]3[CH:11]=[CH:10][CH:9]=[CH:8][C:7]=3[N:3]2[C:25](=[O:26])[NH:24]1.